From a dataset of Forward reaction prediction with 1.9M reactions from USPTO patents (1976-2016). Predict the product of the given reaction. (1) Given the reactants [NH2:1][CH2:2][C@@H:3]([N:5]1[CH:9]=[CH:8][C:7]([C:10]2[CH:17]=[CH:16][C:13]([C:14]#[N:15])=[C:12]([C:18]([F:21])([F:20])[F:19])[CH:11]=2)=[N:6]1)[CH3:4].[C:22]([C:25]1[CH:29]=[C:28]([C:30](O)=[O:31])[NH:27][N:26]=1)(=[O:24])[CH3:23].C1C=CC2N(O)N=NC=2C=1.CCN(C(C)C)C(C)C.CCN=C=NCCCN(C)C, predict the reaction product. The product is: [C:22]([C:25]1[CH:29]=[C:28]([C:30]([NH:1][CH2:2][C@@H:3]([N:5]2[CH:9]=[CH:8][C:7]([C:10]3[CH:17]=[CH:16][C:13]([C:14]#[N:15])=[C:12]([C:18]([F:20])([F:21])[F:19])[CH:11]=3)=[N:6]2)[CH3:4])=[O:31])[NH:27][N:26]=1)(=[O:24])[CH3:23]. (2) Given the reactants C[O:2][C:3](=[O:28])[C:4]1[CH:9]=[CH:8][C:7]([C:10]2[N:14]([CH2:15][CH3:16])[C:13]3[CH:17]=[CH:18][C:19]([S:21]([C:24]([F:27])([F:26])[F:25])(=[O:23])=[O:22])=[CH:20][C:12]=3[N:11]=2)=[CH:6][CH:5]=1.[OH-].[Na+], predict the reaction product. The product is: [CH2:15]([N:14]1[C:13]2[CH:17]=[CH:18][C:19]([S:21]([C:24]([F:26])([F:25])[F:27])(=[O:22])=[O:23])=[CH:20][C:12]=2[N:11]=[C:10]1[C:7]1[CH:6]=[CH:5][C:4]([C:3]([OH:28])=[O:2])=[CH:9][CH:8]=1)[CH3:16]. (3) Given the reactants [F:1][C:2]1[CH:3]=[C:4]([CH:7]=[CH:8][C:9]=1F)[C:5]#[N:6].[CH3:11][O:12][C:13]([C:15]1[N:16]=[CH:17][NH:18][CH:19]=1)=[O:14].C(=O)([O-])[O-].[K+].[K+], predict the reaction product. The product is: [CH3:11][O:12][C:13]([C:15]1[N:16]=[CH:17][N:18]([C:9]2[CH:8]=[CH:7][C:4]([C:5]#[N:6])=[CH:3][C:2]=2[F:1])[CH:19]=1)=[O:14]. (4) Given the reactants [C:1]([CH2:3][CH2:4][NH:5][C:6]([C:8]1[CH:25]=[CH:24][C:11]2[NH:12][C:13]([C:15]3[C:23]4[C:18](=[CH:19][CH:20]=[CH:21][CH:22]=4)[NH:17][N:16]=3)=[N:14][C:10]=2[CH:9]=1)=[O:7])#[N:2].[N:26]([Sn](CCCC)(CCCC)CCCC)=[N+:27]=[N-:28].C(#N)C.O1CCCC1, predict the reaction product. The product is: [N:2]1[NH:26][N:27]=[N:28][C:1]=1[CH2:3][CH2:4][NH:5][C:6]([C:8]1[CH:25]=[CH:24][C:11]2[NH:12][C:13]([C:15]3[C:23]4[C:18](=[CH:19][CH:20]=[CH:21][CH:22]=4)[NH:17][N:16]=3)=[N:14][C:10]=2[CH:9]=1)=[O:7]. (5) Given the reactants Cl.Cl.[NH:3]1[CH2:6][CH:5]([C:7]2[C:8]([O:28][CH3:29])=[C:9]([CH:15]([N:17]3[C:21]4=[N:22][CH:23]=[N:24][C:25]([NH2:26])=[C:20]4[C:19]([CH3:27])=[N:18]3)[CH3:16])[CH:10]=[C:11]([Cl:14])[C:12]=2[CH3:13])[CH2:4]1, predict the reaction product. The product is: [CH:5]([N:3]1[CH2:4][CH:5]([C:7]2[C:8]([O:28][CH3:29])=[C:9]([CH:15]([N:17]3[C:21]4=[N:22][CH:23]=[N:24][C:25]([NH2:26])=[C:20]4[C:19]([CH3:27])=[N:18]3)[CH3:16])[CH:10]=[C:11]([Cl:14])[C:12]=2[CH3:13])[CH2:6]1)([CH2:7][CH3:12])[CH3:4]. (6) Given the reactants [O:1]=[C:2]1[C:11]2[NH:12][CH:13]=[CH:14][C:10]=2[C:9]2[CH:8]=[CH:7][CH:6]=[CH:5][C:4]=2[NH:3]1.C([C:17]([O-:19])=[O:18])C.C(O)(=O)C.[Cl:24][S:25](O)(=[O:27])=[O:26], predict the reaction product. The product is: [Cl:24][S:25]([C:7]1[CH:6]=[CH:5][C:4]2[NH:3][C:2](=[O:1])[C:11]3[NH:12][CH:13]=[C:14]([C:17]([OH:19])=[O:18])[C:10]=3[C:9]=2[CH:8]=1)(=[O:27])=[O:26]. (7) Given the reactants [C:1]([C:3]1[CH:18]=[CH:17][C:6]([CH2:7][NH:8][CH2:9][C:10]([O:12][C:13]([CH3:16])([CH3:15])[CH3:14])=[O:11])=[CH:5][CH:4]=1)#[N:2].[C:19](O[C:19]([O:21][C:22]([CH3:25])([CH3:24])[CH3:23])=[O:20])([O:21][C:22]([CH3:25])([CH3:24])[CH3:23])=[O:20].C(N(C(C)C)C(C)C)C, predict the reaction product. The product is: [C:22]([O:21][C:19]([N:8]([CH2:7][C:6]1[CH:5]=[CH:4][C:3]([C:1]#[N:2])=[CH:18][CH:17]=1)[CH2:9][C:10]([O:12][C:13]([CH3:15])([CH3:14])[CH3:16])=[O:11])=[O:20])([CH3:25])([CH3:24])[CH3:23].